Dataset: Full USPTO retrosynthesis dataset with 1.9M reactions from patents (1976-2016). Task: Predict the reactants needed to synthesize the given product. (1) Given the product [CH3:23][C:24]1[CH:29]=[C:28]([NH:30][C:31]2[C:21]3[C:35](=[CH:40][CH:39]=[CH:38][C:20]=3[O:19][CH2:18][CH2:17][NH:2][CH3:1])[N:34]=[CH:33][N:32]=2)[CH:27]=[CH:26][C:25]=1[OH:42], predict the reactants needed to synthesize it. The reactants are: [CH3:1][NH:2]C(O)C.[H-].[Na+].[CH2:17]1O[CH2:21][CH2:20][O:19][CH2:18][CH2:17]OCCO[CH2:21][CH2:20][O:19][CH2:18]1.[CH3:23][C:24]1[CH:29]=[C:28]([NH:30][C:31]2[C:40]3[C:35](=CC=[CH:38][C:39]=3F)[N:34]=[CH:33][N:32]=2)[CH:27]=[CH:26][C:25]=1[OH:42]. (2) The reactants are: [O:1]1[CH:5]=[CH:4][CH:3]=[C:2]1[C:6]1[N:11]=[C:10]([NH2:12])[CH:9]=[N:8][C:7]=1[C:13]1[CH:18]=[CH:17][N:16]=[CH:15][CH:14]=1.[F:19][C:20]1[CH:28]=[CH:27][C:23]([C:24](Cl)=[O:25])=[CH:22][CH:21]=1. Given the product [F:19][C:20]1[CH:28]=[CH:27][C:23]([C:24]([NH:12][C:10]2[CH:9]=[N:8][C:7]([C:13]3[CH:18]=[CH:17][N:16]=[CH:15][CH:14]=3)=[C:6]([C:2]3[O:1][CH:5]=[CH:4][CH:3]=3)[N:11]=2)=[O:25])=[CH:22][CH:21]=1, predict the reactants needed to synthesize it. (3) Given the product [N:30]1([CH:11]2[CH2:12][CH2:13][CH2:14][NH:9][CH2:10]2)[CH2:35][CH2:34][NH:33][CH2:32][CH2:31]1, predict the reactants needed to synthesize it. The reactants are: Cl.C([N:9]1[CH2:14][CH2:13][CH2:12][C:11](=O)[CH2:10]1)C1C=CC=CC=1.C(N(CC)CC)C.C(OC([N:30]1[CH2:35][CH2:34][NH:33][CH2:32][CH2:31]1)=O)(C)(C)C.[Na].